From a dataset of Catalyst prediction with 721,799 reactions and 888 catalyst types from USPTO. Predict which catalyst facilitates the given reaction. Reactant: [Br:1][C:2]1[CH:7]=[CH:6][C:5]([N:8]2[C:12](=[O:13])[NH:11][N:10]=[CH:9]2)=[C:4]([F:14])[CH:3]=1.C(=O)([O-])[O-].[K+].[K+].Br[CH2:22][C:23]([O:25][CH3:26])=[O:24]. Product: [CH3:26][O:25][C:23](=[O:24])[CH2:22][N:11]1[C:12](=[O:13])[N:8]([C:5]2[CH:6]=[CH:7][C:2]([Br:1])=[CH:3][C:4]=2[F:14])[CH:9]=[N:10]1. The catalyst class is: 9.